From a dataset of Full USPTO retrosynthesis dataset with 1.9M reactions from patents (1976-2016). Predict the reactants needed to synthesize the given product. Given the product [CH3:1][O:2][C:3]1[CH:4]=[C:5]([C:10]2[CH:15]=[CH:14][CH:13]=[C:12]([C:16]3[CH:21]=[CH:20][CH:19]=[C:18]([C:22]([F:25])([F:23])[F:24])[N:17]=3)[CH:11]=2)[CH:6]=[C:7]([N+:26]([O-:28])=[O:27])[C:8]=1[OH:9], predict the reactants needed to synthesize it. The reactants are: [CH3:1][O:2][C:3]1[CH:4]=[C:5]([C:10]2[CH:15]=[CH:14][CH:13]=[C:12]([C:16]3[CH:21]=[CH:20][CH:19]=[C:18]([C:22]([F:25])([F:24])[F:23])[N:17]=3)[CH:11]=2)[CH:6]=[CH:7][C:8]=1[OH:9].[N+:26]([O-])([OH:28])=[O:27].